From a dataset of Forward reaction prediction with 1.9M reactions from USPTO patents (1976-2016). Predict the product of the given reaction. (1) Given the reactants [Si]([O:8][CH2:9][C:10]1[C:15]2[NH:16][C:17](=[O:39])[CH:18]([NH:28]C(=O)OCC3C=CC=CC=3)[N:19]=[C:20]([C:21]3[CH:26]=[CH:25][CH:24]=[C:23]([F:27])[CH:22]=3)[C:14]=2[CH:13]=[CH:12][CH:11]=1)(C(C)(C)C)(C)C.CC(O)=O.CCOCC, predict the reaction product. The product is: [NH2:28][CH:18]1[C:17](=[O:39])[NH:16][C:15]2[C:10]([CH2:9][OH:8])=[CH:11][CH:12]=[CH:13][C:14]=2[C:20]([C:21]2[CH:26]=[CH:25][CH:24]=[C:23]([F:27])[CH:22]=2)=[N:19]1. (2) Given the reactants Cl.[CH:2]1[C:10]2[N:9]3[C:11]([C@@H:14]4[C@H:18]([CH3:19])[CH2:17][C@H:16]([NH2:20])[CH2:15]4)=[CH:12][N:13]=[C:8]3[CH:7]=[N:6][C:5]=2[NH:4][CH:3]=1.O.C(=O)([O-])[O-].[K+].[K+].[F:28][C:29]([F:37])([F:36])[CH2:30][CH2:31][S:32](Cl)(=[O:34])=[O:33], predict the reaction product. The product is: [CH:2]1[C:10]2[N:9]3[C:11]([C@@H:14]4[C@H:18]([CH3:19])[CH2:17][C@H:16]([NH:20][S:32]([CH2:31][CH2:30][C:29]([F:37])([F:36])[F:28])(=[O:34])=[O:33])[CH2:15]4)=[CH:12][N:13]=[C:8]3[CH:7]=[N:6][C:5]=2[NH:4][CH:3]=1. (3) Given the reactants [I:1][C:2]1[CH:10]=[CH:9][C:8]([N+:11]([O-:13])=[O:12])=[CH:7][C:3]=1[C:4]([OH:6])=O.S(Cl)(Cl)=O.[CH3:18][N:19]([CH3:23])[CH2:20][CH2:21]N.[OH-].[Na+].ClCCl.C[N:30](C=O)C, predict the reaction product. The product is: [CH3:18][N:19]([CH2:20][CH2:21][C:10]1[C:2]([I:1])=[C:3]([CH:7]=[C:8]([N+:11]([O-:13])=[O:12])[CH:9]=1)[C:4]([NH2:30])=[O:6])[CH3:23].